Dataset: Reaction yield outcomes from USPTO patents with 853,638 reactions. Task: Predict the reaction yield, written as a fraction of the theoretical maximum amount of product (1.0 means a 100% yield; for example, 0.34 means a 34% yield). (1) The reactants are [Cl:1][C:2]1[C:7]([CH2:8][OH:9])=[CH:6][N:5]=[C:4]([S:10][CH3:11])[N:3]=1. The catalyst is C(Cl)(Cl)Cl.[O-2].[Mn+4].[O-2]. The product is [Cl:1][C:2]1[C:7]([CH:8]=[O:9])=[CH:6][N:5]=[C:4]([S:10][CH3:11])[N:3]=1. The yield is 0.828. (2) The reactants are F[C:2]1[C:7]([C:8]2[N:16]=[C:15]([CH3:17])[N:14]=[C:13]3[C:9]=2[N:10]=[CH:11][N:12]3[CH:18]2[CH2:23][CH2:22][CH2:21][CH2:20][O:19]2)=[CH:6][CH:5]=[CH:4][N:3]=1.[CH3:24][O:25][C:26]1[CH:27]=[C:28]([NH2:32])[CH:29]=[N:30][CH:31]=1.C[Si](N[Si](C)(C)C)(C)C.[Li].CO. The catalyst is C1COCC1.C(Cl)Cl. The product is [CH3:24][O:25][C:26]1[CH:27]=[C:28]([NH:32][C:2]2[C:7]([C:8]3[N:16]=[C:15]([CH3:17])[N:14]=[C:13]4[C:9]=3[N:10]=[CH:11][N:12]4[CH:18]3[CH2:23][CH2:22][CH2:21][CH2:20][O:19]3)=[CH:6][CH:5]=[CH:4][N:3]=2)[CH:29]=[N:30][CH:31]=1. The yield is 0.450. (3) The reactants are [NH:1]1[CH2:6][CH2:5][CH2:4][CH2:3][CH2:2]1.C[S+]([O-])CCCC[N:13]=[C:14]=[S:15]. The catalyst is ClCCl. The product is [N:1]1([C:14](=[S:15])[NH2:13])[CH2:6][CH2:5][CH2:4][CH2:3][CH2:2]1. The yield is 0.900. (4) The reactants are [OH-].[Na+].[CH3:3][C@@:4]([C:13]([OH:15])=[O:14])([CH2:6][C:7]1[CH:12]=[CH:11][CH:10]=[CH:9][CH:8]=1)[NH2:5].[C:16](O[C:16]([O:18][C:19]([CH3:22])([CH3:21])[CH3:20])=[O:17])([O:18][C:19]([CH3:22])([CH3:21])[CH3:20])=[O:17].Cl. The catalyst is O1CCOCC1.O.O1CCOCC1. The product is [C:19]([O:18][C:16]([NH:5][C@:4]([CH3:3])([C:13]([OH:15])=[O:14])[CH2:6][C:7]1[CH:8]=[CH:9][CH:10]=[CH:11][CH:12]=1)=[O:17])([CH3:22])([CH3:21])[CH3:20]. The yield is 0.880. (5) The reactants are [NH2:1][C:2]1[C:11](I)=[CH:10][C:9]([C:13]([F:16])([F:15])[F:14])=[CH:8][C:3]=1[C:4]([O:6][CH3:7])=[O:5].[CH3:17]B1OB(C)OB(C)O1.C(=O)([O-])[O-].[Cs+].[Cs+]. The catalyst is O1CCOCC1. The product is [NH2:1][C:2]1[C:11]([CH3:17])=[CH:10][C:9]([C:13]([F:16])([F:15])[F:14])=[CH:8][C:3]=1[C:4]([O:6][CH3:7])=[O:5]. The yield is 0.960. (6) The reactants are [Br:1][C:2]1[CH:3]=[C:4]2[C:9](=[CH:10][CH:11]=1)[C:8](=[O:12])[NH:7][C:6](=[O:13])/[C:5]/2=[CH:14]\NC1C=NC(N2CCC(N3CCCC3)CC2)=CC=1.BrC1C=C2C(=CC=1)[C:40](=[O:44])NC(=O)C2=CNC1C=CC(N2CC(C)NC(C)C2)=CC=1. No catalyst specified. The product is [Br:1][C:2]1[CH:3]=[C:4]2[C:9](=[CH:10][CH:11]=1)[C:8](=[O:12])[NH:7][C:6](=[O:13])/[C:5]/2=[CH:14]/[O:44][CH3:40]. The yield is 0.860. (7) The reactants are [CH3:1][CH:2]([NH:9][C:10]1[N:18]=[CH:17][C:16]([F:19])=[CH:15][C:11]=1[C:12]([OH:14])=O)[CH2:3][CH2:4][CH2:5][CH:6]([CH3:8])[CH3:7].C(N(CC)CC)C.[NH2:27][CH:28]1[CH2:33][CH2:32][CH:31]([NH:34][C:35]([C:37]2[N:38]=[C:39]3[CH:44]=[CH:43][C:42]([F:45])=[CH:41][N:40]3[CH:46]=2)=[O:36])[CH2:30][CH2:29]1. The catalyst is C(#N)C. The product is [CH3:1][CH:2]([NH:9][C:10]1[C:11]([C:12]([NH:27][C@@H:28]2[CH2:33][CH2:32][C@H:31]([NH:34][C:35]([C:37]3[N:38]=[C:39]4[CH:44]=[CH:43][C:42]([F:45])=[CH:41][N:40]4[CH:46]=3)=[O:36])[CH2:30][CH2:29]2)=[O:14])=[CH:15][C:16]([F:19])=[CH:17][N:18]=1)[CH2:3][CH2:4][CH2:5][CH:6]([CH3:7])[CH3:8]. The yield is 0.380. (8) The reactants are [NH2:1][C:2]1[C:7]([N+:8]([O-:10])=[O:9])=[C:6]([N:11]2[CH2:16][CH2:15][N:14](CC(NC3SC=CN=3)=O)[CH2:13][CH2:12]2)[C:5]([Br:26])=[CH:4][N:3]=1.BrC1C(Cl)=C([N+]([O-])=O)C(N)=NC=1.[CH3:39][S:40](N1CCNCC1)(=[O:42])=[O:41]. The catalyst is C(O)(C)C. The product is [Br:26][C:5]1[C:6]([N:11]2[CH2:12][CH2:13][N:14]([S:40]([CH3:39])(=[O:42])=[O:41])[CH2:15][CH2:16]2)=[C:7]([N+:8]([O-:10])=[O:9])[C:2]([NH2:1])=[N:3][CH:4]=1. The yield is 0.340.